Dataset: Experimentally validated miRNA-target interactions with 360,000+ pairs, plus equal number of negative samples. Task: Binary Classification. Given a miRNA mature sequence and a target amino acid sequence, predict their likelihood of interaction. (1) The miRNA is hsa-miR-3166 with sequence CGCAGACAAUGCCUACUGGCCUA. The protein sequence of the target gene is MDLMNGQASSVTIAATVSEKSSSSESLSEKGSELKKSFDAVVFDVLKVTPEEYAGQITLMDVPVFKAIQPDELSSCGWNKKEKYSSAPNAVAFTRRFNHVSFWVVREILHAQTLKIRAEVLSHYIKTAKKLYELNNLHALMAVVSGLQSAPIFRLTKTWALLSRKDKTTFEKLEYVMSKEDNYKRLRDYISSLKMTPCIPYLGIYLSDLTYIDSAYPSTGSILENEQRSNLMNNILRIISDLQQSCEYDIPILPHVQKYLNSVQYIEELQKFVEDDNYKLSLKIEPGASTPRSAASREDL.... Result: 0 (no interaction). (2) The protein sequence of the target gene is MESQKEARTLQEPVARPSGASSSQTPNDKERREGGAVPAAAALGAEADDDSADGLWELPVEPAERRPECTRCSRPQKVCLCPFLPAHPLHISTHLYIIQHPAEENKVLRTVPLLAACLPQDKCKVKIGRRFSEERDPELSTVCRKSGTLILYPGAEAANLEEFILDSPVYPSTIIIIDGTWSQAKDIFYKNSLFRHPKQVQLKTSISSQYVIRMQPTNRCLSTLECAAVALSILEKNNYIQETLLRPLQALCSFQLQHGAQIRLSKEHLLKNGLYPKPMPKNKRKLRKMELLMNSVKI. Result: 0 (no interaction). The miRNA is hsa-miR-3605-3p with sequence CCUCCGUGUUACCUGUCCUCUAG. (3) The miRNA is hsa-miR-711 with sequence GGGACCCAGGGAGAGACGUAAG. The protein sequence of the target gene is MGAPFVWALGLLMLQMLLFVAGEQGTQDITDASERGLHMQKLGSGSVQAALAELVALPCLFTLQPRPSAARDAPRIKWTKVRTASGQRQDLPILVAKDNVVRVAKSWQGRVSLPSYPRRRANATLLLGPLRASDSGLYRCQVVRGIEDEQDLVPLEVTGVVFHYRSARDRYALTFAEAQEACRLSSAIIAAPRHLQAAFEDGFDNCDAGWLSDRTVRYPITQSRPGCYGDRSSLPGVRSYGRRNPQELYDVYCFARELGGEVFYVGPARRLTLAGARAQCRRQGAALASVGQLHLAWHEG.... Result: 1 (interaction).